The task is: Predict the reaction yield, written as a fraction of the theoretical maximum amount of product (1.0 means a 100% yield; for example, 0.34 means a 34% yield).. This data is from Reaction yield outcomes from USPTO patents with 853,638 reactions. The reactants are [Li+].[BH4-].[F:3][C:4]([F:20])([C:10]1[CH:15]=[CH:14][C:13]([C:16]([F:19])([F:18])[F:17])=[CH:12][CH:11]=1)[C:5](OCC)=[O:6]. The catalyst is C1COCC1. The product is [F:3][C:4]([F:20])([C:10]1[CH:11]=[CH:12][C:13]([C:16]([F:17])([F:18])[F:19])=[CH:14][CH:15]=1)[CH2:5][OH:6]. The yield is 1.00.